From a dataset of Reaction yield outcomes from USPTO patents with 853,638 reactions. Predict the reaction yield, written as a fraction of the theoretical maximum amount of product (1.0 means a 100% yield; for example, 0.34 means a 34% yield). (1) The reactants are [Br:1][C:2]1[CH:3]=[N:4][CH:5]=[C:6]([CH:10]=1)[C:7]([OH:9])=O.O.ON1C2C=CC=CC=2N=N1.Cl.CN(C)CCCN=C=NCC.C(N(CC)C(C)C)(C)C.[NH:43]1[C:47]2[CH:48]=[CH:49][CH:50]=[CH:51][C:46]=2[N:45]=[C:44]1[CH2:52][N:53]([CH:58]1[C:67]2[N:66]=[CH:65][CH:64]=[CH:63][C:62]=2[CH2:61][CH2:60][CH2:59]1)[CH2:54][CH2:55][CH2:56][NH2:57]. The catalyst is CN(C=O)C.C(OCC)(=O)C.O. The product is [NH:43]1[C:47]2[CH:48]=[CH:49][CH:50]=[CH:51][C:46]=2[N:45]=[C:44]1[CH2:52][N:53]([CH:58]1[C:67]2[N:66]=[CH:65][CH:64]=[CH:63][C:62]=2[CH2:61][CH2:60][CH2:59]1)[CH2:54][CH2:55][CH2:56][NH:57][C:7](=[O:9])[C:6]1[CH:10]=[C:2]([Br:1])[CH:3]=[N:4][CH:5]=1. The yield is 0.710. (2) The reactants are O[C:2]1[C:11]2[CH:10]=[C:9]3[N:12]=[CH:13][S:14][C:8]3=[CH:7][C:6]=2[N:5]=[CH:4][C:3]=1[C:15]#[N:16].[Cl:17][C:18]1[C:24]([O:25][CH3:26])=[CH:23][C:21]([NH2:22])=[C:20]([CH3:27])[CH:19]=1.Cl.N1C=CC=CC=1. The catalyst is P(Cl)(Cl)(Cl)=O.CN(C)C=O. The product is [Cl:17][C:18]1[C:24]([O:25][CH3:26])=[CH:23][C:21]([NH:22][C:2]2[C:11]3[CH:10]=[C:9]4[N:12]=[CH:13][S:14][C:8]4=[CH:7][C:6]=3[N:5]=[CH:4][C:3]=2[C:15]#[N:16])=[C:20]([CH3:27])[CH:19]=1. The yield is 0.160.